This data is from Reaction yield outcomes from USPTO patents with 853,638 reactions. The task is: Predict the reaction yield, written as a fraction of the theoretical maximum amount of product (1.0 means a 100% yield; for example, 0.34 means a 34% yield). (1) The reactants are Br[C:2]1[CH:3]=[C:4]2[C:9](=[CH:10][CH:11]=1)[N:8]([CH3:12])[CH2:7][CH2:6][NH:5]2.[B:13]1([B:13]2[O:17][C:16]([CH3:19])([CH3:18])[C:15]([CH3:21])([CH3:20])[O:14]2)[O:17][C:16]([CH3:19])([CH3:18])[C:15]([CH3:21])([CH3:20])[O:14]1.C([O-])(=O)C.[K+]. The catalyst is O1CCOCC1.O.C1C=CC(/C=C/C(/C=C/C2C=CC=CC=2)=O)=CC=1.C1C=CC(/C=C/C(/C=C/C2C=CC=CC=2)=O)=CC=1.C1C=CC(/C=C/C(/C=C/C2C=CC=CC=2)=O)=CC=1.[Pd].[Pd].C1(P(C2CCCCC2)C2C=CC=CC=2C2C(C(C)C)=CC(C(C)C)=CC=2C(C)C)CCCCC1. The product is [CH3:12][N:8]1[C:9]2[C:4](=[CH:3][C:2]([B:13]3[O:17][C:16]([CH3:19])([CH3:18])[C:15]([CH3:21])([CH3:20])[O:14]3)=[CH:11][CH:10]=2)[NH:5][CH2:6][CH2:7]1. The yield is 1.00. (2) The reactants are I[C:2]1[C:3]([CH3:33])=[C:4]([CH:30]=[CH:31][CH:32]=1)[CH2:5][N:6]1[C:14](=[O:15])[NH:13][C:12]2[C:7]1=[N:8][C:9]([NH:16][CH2:17][C@@H:18]1[CH2:22][CH2:21][N:20]([C:23]([O:25][C:26]([CH3:29])([CH3:28])[CH3:27])=[O:24])[CH2:19]1)=[N:10][CH:11]=2.[F:34][C:35]1[CH:36]=[C:37](B(O)O)[CH:38]=[CH:39][CH:40]=1. The catalyst is CC(O)(C)C.C([O-])([O-])=O.[K+].[K+].[Pd].C1(P(C2C=CC=CC=2)C2C=CC=CC=2)C=CC=CC=1.C1(P(C2C=CC=CC=2)C2C=CC=CC=2)C=CC=CC=1.C1(P(C2C=CC=CC=2)C2C=CC=CC=2)C=CC=CC=1.C1(P(C2C=CC=CC=2)C2C=CC=CC=2)C=CC=CC=1. The product is [F:34][C:35]1[CH:40]=[C:39]([C:2]2[C:3]([CH3:33])=[C:4]([CH:30]=[CH:31][CH:32]=2)[CH2:5][N:6]2[C:14](=[O:15])[NH:13][C:12]3[C:7]2=[N:8][C:9]([NH:16][CH2:17][C@@H:18]2[CH2:22][CH2:21][N:20]([C:23]([O:25][C:26]([CH3:28])([CH3:29])[CH3:27])=[O:24])[CH2:19]2)=[N:10][CH:11]=3)[CH:38]=[CH:37][CH:36]=1. The yield is 0.760. (3) The reactants are [Cl:1][C:2]1[CH:11]=[N:10][C:9]2[N:8]=[C:7](O)[N:6]3[N:13]=[C:14]([CH:16]4[CH2:18][CH2:17]4)[N:15]=[C:5]3[C:4]=2[CH:3]=1.C([O-])(O)=O.[Na+]. The catalyst is O=P(Cl)(Cl)Cl. The product is [Cl:1][C:2]1[CH:11]=[N:10][C:9]2[N:8]=[C:7]([N:10]([CH2:11][CH3:2])[CH2:9][CH3:4])[N:6]3[N:13]=[C:14]([CH:16]4[CH2:18][CH2:17]4)[N:15]=[C:5]3[C:4]=2[CH:3]=1. The yield is 0.740.